Dataset: P-glycoprotein inhibition data for predicting drug efflux from Broccatelli et al.. Task: Regression/Classification. Given a drug SMILES string, predict its absorption, distribution, metabolism, or excretion properties. Task type varies by dataset: regression for continuous measurements (e.g., permeability, clearance, half-life) or binary classification for categorical outcomes (e.g., BBB penetration, CYP inhibition). Dataset: pgp_broccatelli. (1) The molecule is CCN(CC)CCOc1ccccc1C(=O)Nc1ccccc1. The result is 0 (non-inhibitor). (2) The compound is Cc1c(C(=O)CCc2ccccc2)c(=O)n(-c2ccccc2)n1C[C@@H](O)CNC(C)(C)C. The result is 1 (inhibitor).